From a dataset of Catalyst prediction with 721,799 reactions and 888 catalyst types from USPTO. Predict which catalyst facilitates the given reaction. (1) Reactant: [CH3:1][C:2]1[N:3]=[CH:4][O:5][C:6]=1[C:7]([OH:9])=O.O1CCCC1.C(Cl)(=O)C(Cl)=O.[NH2:21][C:22]1[CH:23]=[C:24]([CH:41]=[CH:42][C:43]=1[F:44])[O:25][C:26]1[CH:27]=[CH:28][C:29]2[N:30]([CH:32]=[C:33]([NH:35][C:36]([CH:38]3[CH2:40][CH2:39]3)=[O:37])[N:34]=2)[N:31]=1. The catalyst class is: 402. Product: [CH:38]1([C:36]([NH:35][C:33]2[N:34]=[C:29]3[CH:28]=[CH:27][C:26]([O:25][C:24]4[CH:41]=[CH:42][C:43]([F:44])=[C:22]([NH:21][C:7]([C:6]5[O:5][CH:4]=[N:3][C:2]=5[CH3:1])=[O:9])[CH:23]=4)=[N:31][N:30]3[CH:32]=2)=[O:37])[CH2:39][CH2:40]1. (2) Product: [N+:24]([CH2:2][CH2:3][C:4]([C:6]1[CH:11]=[CH:10][C:9]([CH2:12][CH2:13][CH2:14][CH2:15][CH2:16][CH2:17][CH2:18][CH3:19])=[CH:8][CH:7]=1)=[O:5])([O-:26])=[O:25]. Reactant: Cl[CH2:2][CH2:3][C:4]([C:6]1[CH:11]=[CH:10][C:9]([CH2:12][CH2:13][CH2:14][CH2:15][CH2:16][CH2:17][CH2:18][CH3:19])=[CH:8][CH:7]=1)=[O:5].CC(C)=O.[N:24]([O-:26])=[O:25].[Na+].CCCCCC. The catalyst class is: 6. (3) Reactant: Br[CH2:2][C:3]1[C:8]([O:9][CH:10]([F:12])[F:11])=[CH:7][CH:6]=[CH:5][C:4]=1[N:13]1[C:17](=[O:18])[N:16]([CH3:19])[N:15]=[N:14]1.[CH3:20][C:21]1[CH:26]=[C:25]([N:27]2[C:31]([CH3:32])=[C:30]([CH3:33])[C:29]([CH3:34])=[N:28]2)[CH:24]=[CH:23][C:22]=1[OH:35].C(=O)([O-])[O-].[K+].[K+]. Product: [F:11][CH:10]([F:12])[O:9][C:8]1[C:3]([CH2:2][O:35][C:22]2[CH:23]=[CH:24][C:25]([N:27]3[C:31]([CH3:32])=[C:30]([CH3:33])[C:29]([CH3:34])=[N:28]3)=[CH:26][C:21]=2[CH3:20])=[C:4]([N:13]2[C:17](=[O:18])[N:16]([CH3:19])[N:15]=[N:14]2)[CH:5]=[CH:6][CH:7]=1. The catalyst class is: 10. (4) Reactant: [Br:1][C:2]1[C:3]([CH3:17])=[N:4][N:5]([CH2:14][CH2:15][OH:16])[C:6]=1[C:7]1[CH:12]=[CH:11][C:10]([F:13])=[CH:9][CH:8]=1.[H-].[Na+].CI.[C:22](OCC)(=O)C. The catalyst class is: 35. Product: [Br:1][C:2]1[C:3]([CH3:17])=[N:4][N:5]([CH2:14][CH2:15][O:16][CH3:22])[C:6]=1[C:7]1[CH:8]=[CH:9][C:10]([F:13])=[CH:11][CH:12]=1. (5) Reactant: [O:1]=[C:2]1[C:10]2[C:5](=[CH:6][CH:7]=[CH:8][CH:9]=2)[C:4](=[O:11])[N:3]1[CH2:12][C:13]1[N:14]=[C:15]2[CH:20]=[CH:19][CH:18]=[CH:17][N:16]2[C:21]=1[CH:22]=O.C(O)(=O)C.[CH3:28][N:29]1[CH2:34][CH2:33][NH:32][CH2:31][CH2:30]1.C(O[BH-](OC(=O)C)OC(=O)C)(=O)C.[Na+].C(=O)([O-])[O-].[Na+].[Na+]. Product: [CH3:28][N:29]1[CH2:34][CH2:33][N:32]([CH2:22][C:21]2[N:16]3[CH:17]=[CH:18][CH:19]=[CH:20][C:15]3=[N:14][C:13]=2[CH2:12][N:3]2[C:4](=[O:11])[C:5]3[C:10](=[CH:9][CH:8]=[CH:7][CH:6]=3)[C:2]2=[O:1])[CH2:31][CH2:30]1. The catalyst class is: 417. (6) Reactant: [CH3:1][C:2]1([CH3:26])[CH2:11][CH2:10][C:9]([CH3:13])([CH3:12])[C:8]2[CH:7]=[C:6]([Se:14][C:15]#[C:16][C:17]3[CH:25]=[CH:24][C:20]([C:21]([OH:23])=O)=[CH:19][CH:18]=3)[CH:5]=[CH:4][C:3]1=2.CN(C)CCCN=C=NCC.[NH2:38][C:39]1[CH:44]=[CH:43][C:42]([OH:45])=[CH:41][CH:40]=1.O. Product: [OH:45][C:42]1[CH:43]=[CH:44][C:39]([NH:38][C:21](=[O:23])[C:20]2[CH:19]=[CH:18][C:17]([C:16]#[C:15][Se:14][C:6]3[CH:5]=[CH:4][C:3]4[C:2]([CH3:1])([CH3:26])[CH2:11][CH2:10][C:9]([CH3:12])([CH3:13])[C:8]=4[CH:7]=3)=[CH:25][CH:24]=2)=[CH:40][CH:41]=1. The catalyst class is: 56. (7) Reactant: [CH2:1]([O:3][C:4](=[O:16])[C:5]1[CH:10]=[CH:9][C:8]([S:11]([CH3:14])(=[O:13])=[O:12])=[CH:7][C:6]=1[OH:15])[CH3:2].C([O-])([O-])=O.[K+].[K+].Cl[CH2:24][C:25]#[N:26]. Product: [CH2:1]([O:3][C:4](=[O:16])[C:5]1[CH:10]=[CH:9][C:8]([S:11]([CH3:14])(=[O:12])=[O:13])=[CH:7][C:6]=1[O:15][CH2:24][C:25]#[N:26])[CH3:2]. The catalyst class is: 3. (8) Reactant: [N:1]1([C:7]2[C:8]3[S:30][CH:29]=[CH:28][C:9]=3[N:10]=[C:11]([C:13]3[CH:18]=[CH:17][CH:16]=[C:15]([O:19][SiH2:20][C:21]([CH3:27])([CH3:26])[C:22]([CH3:25])([CH3:24])[CH3:23])[CH:14]=3)[N:12]=2)[CH2:6][CH2:5][O:4][CH2:3][CH2:2]1.[Li]CCCC.CN(C)[CH:38]=[O:39]. Product: [N:1]1([C:7]2[C:8]3[S:30][C:29]([CH:38]=[O:39])=[CH:28][C:9]=3[N:10]=[C:11]([C:13]3[CH:18]=[CH:17][CH:16]=[C:15]([O:19][SiH2:20][C:21]([CH3:27])([CH3:26])[C:22]([CH3:24])([CH3:25])[CH3:23])[CH:14]=3)[N:12]=2)[CH2:6][CH2:5][O:4][CH2:3][CH2:2]1. The catalyst class is: 1. (9) Reactant: Br[C:2]1[CH:9]=[CH:8][C:5]([C:6]#[N:7])=[CH:4][CH:3]=1.[NH2:10][C:11]1[CH:19]=[CH:18][CH:17]=[CH:16][C:12]=1[C:13]([NH2:15])=[O:14].CCCCCC. Product: [C:6]([C:5]1[CH:8]=[CH:9][C:2]([NH:10][C:11]2[CH:19]=[CH:18][CH:17]=[CH:16][C:12]=2[C:13]([NH2:15])=[O:14])=[CH:3][CH:4]=1)#[N:7]. The catalyst class is: 13.